From a dataset of Reaction yield outcomes from USPTO patents with 853,638 reactions. Predict the reaction yield, written as a fraction of the theoretical maximum amount of product (1.0 means a 100% yield; for example, 0.34 means a 34% yield). (1) The reactants are [CH2:1]([C@H:8]([NH:48]C(=O)OC(C)(C)C)[C@@H:9]([OH:47])[CH2:10][C@@H:11]([NH:25][C:26](=[O:46])[C@@H:27]([N:32]1[CH2:36][CH2:35][N:34]([CH2:37][C:38]2[CH:43]=[CH:42][CH:41]=[C:40]([CH3:44])[N:39]=2)[C:33]1=[O:45])[C:28]([CH3:31])([CH3:30])[CH3:29])[CH2:12][C:13]1[CH:18]=[CH:17][C:16]([C:19]2[CH:24]=[CH:23][CH:22]=[CH:21][N:20]=2)=[CH:15][CH:14]=1)[C:2]1[CH:7]=[CH:6][CH:5]=[CH:4][CH:3]=1.FC(F)(F)C(O)=O.[CH3:63][O:64][C:65]([NH:67][C@@H:68]([C:72]([CH3:75])([CH3:74])[CH3:73])[C:69]([OH:71])=O)=[O:66].CCOP(ON1N=NC2C=CC=CC=2C1=O)(OCC)=O.C(N(CC)C(C)C)(C)C. The catalyst is C1COCC1.ClCCl. The product is [CH2:1]([C@H:8]([NH:48][C:69]([C@@H:68]([NH:67][C:65](=[O:66])[O:64][CH3:63])[C:72]([CH3:75])([CH3:74])[CH3:73])=[O:71])[C@@H:9]([OH:47])[CH2:10][C@@H:11]([NH:25][C:26](=[O:46])[C@@H:27]([N:32]1[CH2:36][CH2:35][N:34]([CH2:37][C:38]2[CH:43]=[CH:42][CH:41]=[C:40]([CH3:44])[N:39]=2)[C:33]1=[O:45])[C:28]([CH3:31])([CH3:30])[CH3:29])[CH2:12][C:13]1[CH:14]=[CH:15][C:16]([C:19]2[CH:24]=[CH:23][CH:22]=[CH:21][N:20]=2)=[CH:17][CH:18]=1)[C:2]1[CH:3]=[CH:4][CH:5]=[CH:6][CH:7]=1. The yield is 0.400. (2) The catalyst is O. The reactants are C([O:4][CH2:5][CH2:6][CH2:7][S:8]([NH:11][C:12](=[O:46])[CH2:13][C@H:14]1[O:20][C@H:19]([C:21]2[CH:26]=[CH:25][CH:24]=[C:23]([O:27][CH3:28])[C:22]=2[O:29][CH3:30])[C:18]2[CH:31]=[C:32]([Cl:35])[CH:33]=[CH:34][C:17]=2[N:16]([CH2:36][C:37]([CH3:44])([CH3:43])[CH2:38][O:39]C(=O)C)[C:15]1=[O:45])(=[O:10])=[O:9])(=O)C.[OH-].[Na+].C(O)C. The yield is 0.840. The product is [OH:4][CH2:5][CH2:6][CH2:7][S:8]([NH:11][C:12](=[O:46])[CH2:13][C@H:14]1[O:20][C@H:19]([C:21]2[CH:26]=[CH:25][CH:24]=[C:23]([O:27][CH3:28])[C:22]=2[O:29][CH3:30])[C:18]2[CH:31]=[C:32]([Cl:35])[CH:33]=[CH:34][C:17]=2[N:16]([CH2:36][C:37]([CH3:44])([CH3:43])[CH2:38][OH:39])[C:15]1=[O:45])(=[O:10])=[O:9]. (3) The reactants are [F:1][C:2]1[CH:7]=[CH:6][C:5]([S:8](Cl)(=[O:10])=[O:9])=[CH:4][CH:3]=1.[CH3:12][O:13][C:14]1[CH:32]=[C:31]([O:33][CH3:34])[CH:30]=[CH:29][C:15]=1[CH2:16][NH:17][CH2:18][C:19]1[CH:24]=[CH:23][C:22]([O:25][CH3:26])=[CH:21][C:20]=1[O:27][CH3:28].C(N(CC)CC)C. The catalyst is ClCCl. The product is [CH3:28][O:27][C:20]1[CH:21]=[C:22]([O:25][CH3:26])[CH:23]=[CH:24][C:19]=1[CH2:18][N:17]([CH2:16][C:15]1[CH:29]=[CH:30][C:31]([O:33][CH3:34])=[CH:32][C:14]=1[O:13][CH3:12])[S:8]([C:5]1[CH:6]=[CH:7][C:2]([F:1])=[CH:3][CH:4]=1)(=[O:10])=[O:9]. The yield is 0.868. (4) The reactants are [H-].[Na+].[CH:3]1[C:16]2[N:15]([CH2:17][C:18]3[S:22][C:21]([C:23]4[CH:28]=[C:27]([Cl:29])[C:26]([OH:30])=[C:25]([Cl:31])[CH:24]=4)=[N:20][N:19]=3)[C:14]3[C:9](=[CH:10][CH:11]=[CH:12][CH:13]=3)[S:8][C:7]=2[CH:6]=[CH:5][CH:4]=1.C([O:36][C:37](=[O:40])[CH2:38]Br)(C)(C)C.O. The catalyst is CN(C=O)C. The product is [CH:13]1[C:14]2[N:15]([CH2:17][C:18]3[S:22][C:21]([C:23]4[CH:24]=[C:25]([Cl:31])[C:26]([O:30][CH2:38][C:37]([OH:40])=[O:36])=[C:27]([Cl:29])[CH:28]=4)=[N:20][N:19]=3)[C:16]3[C:7](=[CH:6][CH:5]=[CH:4][CH:3]=3)[S:8][C:9]=2[CH:10]=[CH:11][CH:12]=1. The yield is 0.620. (5) The reactants are [Br:1][C:2]1[C:3]([Cl:9])=[CH:4][C:5]([NH2:8])=[N:6][CH:7]=1.[C:10](Cl)(=[O:12])[CH3:11]. The catalyst is N1C=CC=CC=1. The product is [Br:1][C:2]1[C:3]([Cl:9])=[CH:4][C:5]([NH:8][C:10](=[O:12])[CH3:11])=[N:6][CH:7]=1. The yield is 1.00.